Dataset: Full USPTO retrosynthesis dataset with 1.9M reactions from patents (1976-2016). Task: Predict the reactants needed to synthesize the given product. (1) The reactants are: [F:1][C:2]1[C:11]([O:12][CH3:13])=[CH:10][CH:9]=[C:8]([F:14])[C:3]=1[C:4]([NH:6][OH:7])=[NH:5].C(N(CC)CC)C.Cl[C:23](OC1C=CC=CC=1)=[O:24].O. Given the product [F:1][C:2]1[C:11]([O:12][CH3:13])=[CH:10][CH:9]=[C:8]([F:14])[C:3]=1[C:4]1[NH:5][C:23](=[O:24])[O:7][N:6]=1, predict the reactants needed to synthesize it. (2) Given the product [F:17][C:18]1[CH:48]=[CH:47][C:21]([O:22][CH:23]2[CH2:28][CH2:27][N:26]([C:29]([NH:31][CH:32]([C:33]([N:13]([CH3:14])[C:9]3[CH:10]=[CH:11][CH:12]=[C:7]([CH2:6][NH:5][C:3](=[O:4])[C:2]([F:1])([F:15])[F:16])[CH:8]=3)=[O:34])[CH:36]([C:38]3[C:46]4[C:41](=[CH:42][CH:43]=[CH:44][CH:45]=4)[NH:40][CH:39]=3)[CH3:37])=[O:30])[CH2:25][CH2:24]2)=[CH:20][CH:19]=1, predict the reactants needed to synthesize it. The reactants are: [F:1][C:2]([F:16])([F:15])[C:3]([NH:5][CH2:6][C:7]1[CH:12]=[CH:11][CH:10]=[C:9]([NH:13][CH3:14])[CH:8]=1)=[O:4].[F:17][C:18]1[CH:48]=[CH:47][C:21]([O:22][CH:23]2[CH2:28][CH2:27][N:26]([C:29]([NH:31][CH:32]([CH:36]([C:38]3[C:46]4[C:41](=[CH:42][CH:43]=[CH:44][CH:45]=4)[NH:40][CH:39]=3)[CH3:37])[C:33](O)=[O:34])=[O:30])[CH2:25][CH2:24]2)=[CH:20][CH:19]=1.CCN=C=NCCCN(C)C.C1C=CC2N(O)N=NC=2C=1.C(=O)([O-])O.[Na+]. (3) Given the product [Br:14][CH:11]([CH3:12])[C:10]([C:6]1[CH:7]=[CH:8][CH:9]=[C:4]([N+:1]([O-:3])=[O:2])[CH:5]=1)=[O:13], predict the reactants needed to synthesize it. The reactants are: [N+:1]([C:4]1[CH:5]=[C:6]([C:10](=[O:13])[CH2:11][CH3:12])[CH:7]=[CH:8][CH:9]=1)([O-:3])=[O:2].[Br:14]Br. (4) Given the product [CH3:38][N:31]1[CH:28]([C:32]2[CH:37]=[CH:36][CH:35]=[CH:34][CH:33]=2)[CH2:29][N:30]=[C:1]1[C:3]1[N:4]=[C:5]([CH:8]2[CH2:13][CH2:12][N:11]([C:14](=[O:26])[CH2:15][N:16]3[C:20]([CH3:21])=[CH:19][C:18]([C:22]([F:25])([F:24])[F:23])=[N:17]3)[CH2:10][CH2:9]2)[S:6][CH:7]=1, predict the reactants needed to synthesize it. The reactants are: [CH:1]([C:3]1[N:4]=[C:5]([CH:8]2[CH2:13][CH2:12][N:11]([C:14](=[O:26])[CH2:15][N:16]3[C:20]([CH3:21])=[CH:19][C:18]([C:22]([F:25])([F:24])[F:23])=[N:17]3)[CH2:10][CH2:9]2)[S:6][CH:7]=1)=O.C[C:28]([C:32]1[CH:37]=[CH:36][CH:35]=[CH:34][CH:33]=1)([NH2:31])[CH2:29][NH2:30].[C:38](=O)([O-])[O-].[K+].[K+].II. (5) Given the product [Br:1][C:2]1[CH:15]=[CH:14][C:5]([O:6][CH2:7][CH2:8][N:9]([CH3:12])[CH3:10])=[CH:4][CH:3]=1, predict the reactants needed to synthesize it. The reactants are: [Br:1][C:2]1[CH:15]=[CH:14][C:5]([O:6][CH2:7][CH2:8][N:9]([CH2:12]C)[CH2:10]C)=[CH:4][CH:3]=1.Cl.ClCCN(C)C. (6) Given the product [CH2:3]([O:7][C:8]1[CH:20]=[CH:19][C:11]([C:12]([OH:14])=[O:13])=[CH:10][N:9]=1)[CH2:4][CH2:5][CH3:6], predict the reactants needed to synthesize it. The reactants are: [Li+].[OH-].[CH2:3]([O:7][C:8]1[CH:20]=[CH:19][C:11]([C:12]([O:14]CCCC)=[O:13])=[CH:10][N:9]=1)[CH2:4][CH2:5][CH3:6].O.Cl. (7) Given the product [CH2:24]([O:23][C:21](=[O:22])[NH:20][C@H:4]1[CH2:5][CH2:6][N:7]([CH2:8][CH2:9][N:10]2[C:18]3[CH:17]=[CH:16][N:15]=[CH:14][C:13]=3[CH:12]=[CH:11]2)[C:3]1=[O:31])[C:25]1[CH:26]=[CH:27][CH:28]=[CH:29][CH:30]=1, predict the reactants needed to synthesize it. The reactants are: CO[C:3](=[O:31])[C@@H:4]([NH:20][C:21]([O:23][CH2:24][C:25]1[CH:30]=[CH:29][CH:28]=[CH:27][CH:26]=1)=[O:22])[CH2:5][CH2:6][NH:7][C:8](=O)[CH2:9][N:10]1[C:18]2[CH:17]=[CH:16][N:15]=[CH:14][C:13]=2[CH:12]=[CH:11]1.B#B. (8) Given the product [OH:14][C:13]1[N:12]([C:15]2[CH:23]=[CH:22][C:18]([C:19]([N:33]3[CH2:32][C:29]4([CH2:31][CH2:30]4)[N:28]([CH3:27])[CH2:35][CH2:34]3)=[O:21])=[CH:17][N:16]=2)[N:11]=[CH:10][C:9]=1[C:6]1[CH:7]=[CH:8][C:3]([C:1]#[N:2])=[CH:4][C:5]=1[CH3:24], predict the reactants needed to synthesize it. The reactants are: [C:1]([C:3]1[CH:8]=[CH:7][C:6]([C:9]2[CH:10]=[N:11][N:12]([C:15]3[CH:23]=[CH:22][C:18]([C:19]([OH:21])=O)=[CH:17][N:16]=3)[C:13]=2[OH:14])=[C:5]([CH3:24])[CH:4]=1)#[N:2].Cl.Cl.[CH3:27][N:28]1[CH2:35][CH2:34][NH:33][CH2:32][C:29]21[CH2:31][CH2:30]2. (9) Given the product [CH3:3][C:2]([CH3:24])([O:4][C:5]([N:7]([C@@H:8]1[C:16]2[C:11](=[CH:12][CH:13]=[CH:14][CH:15]=2)[CH2:10][C@@H:9]1[O:17][CH:18]1[CH2:23][CH2:22][CH2:21][CH2:20][O:19]1)[CH3:27])=[O:6])[CH3:1], predict the reactants needed to synthesize it. The reactants are: [CH3:1][C:2]([CH3:24])([O:4][C:5]([NH:7][C@@H:8]1[C:16]2[C:11](=[CH:12][CH:13]=[CH:14][CH:15]=2)[CH2:10][C@@H:9]1[O:17][CH:18]1[CH2:23][CH2:22][CH2:21][CH2:20][O:19]1)=[O:6])[CH3:3].[H-].[Na+].[CH3:27]I. (10) Given the product [Cl:1][C:2]1[CH:3]=[C:4]2[C:9](=[CH:10][CH:11]=1)[CH:8]=[C:7]([S:12]([CH2:15][C@@H:16]([OH:20])[C:17]([N:34]1[CH2:35][CH2:36][N:31]([CH2:30][C:29]3[N:25]([CH3:24])/[C:26](=[N:37]/[CH3:38])/[S:27][CH:28]=3)[CH2:32][CH2:33]1)=[O:19])(=[O:13])=[O:14])[CH:6]=[CH:5]2, predict the reactants needed to synthesize it. The reactants are: [Cl:1][C:2]1[CH:3]=[C:4]2[C:9](=[CH:10][CH:11]=1)[CH:8]=[C:7]([S:12]([CH2:15][C@@H:16]([OH:20])[C:17]([OH:19])=O)(=[O:14])=[O:13])[CH:6]=[CH:5]2.Cl.Cl.Cl.[CH3:24][N:25]1[C:29]([CH2:30][N:31]2[CH2:36][CH2:35][NH:34][CH2:33][CH2:32]2)=[CH:28][S:27]/[C:26]/1=[N:37]\[CH3:38].C1C=CC2N(O)N=NC=2C=1.CCN=C=NCCCN(C)C.